Dataset: Full USPTO retrosynthesis dataset with 1.9M reactions from patents (1976-2016). Task: Predict the reactants needed to synthesize the given product. (1) Given the product [CH2:16]([O:23][CH2:24][C:25]([CH3:30])([CH3:29])[C:26](=[O:28])[CH2:27][C:2]1[CH:7]=[CH:6][C:5]([O:8][CH3:9])=[C:4]([O:10][CH2:11][CH2:12][CH2:13][O:14][CH3:15])[CH:3]=1)[C:17]1[CH:22]=[CH:21][CH:20]=[CH:19][CH:18]=1, predict the reactants needed to synthesize it. The reactants are: Br[C:2]1[CH:7]=[CH:6][C:5]([O:8][CH3:9])=[C:4]([O:10][CH2:11][CH2:12][CH2:13][O:14][CH3:15])[CH:3]=1.[CH2:16]([O:23][CH2:24][C:25]([CH3:30])([CH3:29])[C:26](=[O:28])[CH3:27])[C:17]1[CH:22]=[CH:21][CH:20]=[CH:19][CH:18]=1.[Li+].C[Si]([N-][Si](C)(C)C)(C)C.Cl. (2) Given the product [CH:13]([N:15]1[CH2:20][CH2:19][CH:18]([CH2:11][O:10][C:7]2[CH:8]=[CH:9][C:4]([N+:1]([O-:3])=[O:2])=[CH:5][C:6]=2[O:12][CH3:23])[CH2:17][CH2:16]1)=[O:14], predict the reactants needed to synthesize it. The reactants are: [N+:1]([C:4]1[CH:5]=[C:6]([OH:12])[C:7]([O:10][CH3:11])=[CH:8][CH:9]=1)([O-:3])=[O:2].[CH:13]([N:15]1[CH2:20][CH2:19][CH:18](CO)[CH2:17][CH2:16]1)=[O:14].[C:23]1(P(C2C=CC=CC=2)C2C=CC=CC=2)C=CC=CC=1.N(C(OC(C)C)=O)=NC(OC(C)C)=O. (3) Given the product [O:6]=[C:7]1[N:13]([CH:14]2[CH2:15][CH2:16][N:17]([C:20]([O:22][C@@H:23]([C:20]([O:22][CH3:23])=[O:21])[CH2:24][C:25]3[CH:26]=[C:27]([Br:41])[C:28]([OH:32])=[C:29]([Br:31])[CH:30]=3)=[O:21])[CH2:18][CH2:19]2)[CH2:12][CH2:11][C:10]2[CH:46]=[CH:47][CH:48]=[CH:49][C:9]=2[NH:8]1, predict the reactants needed to synthesize it. The reactants are: OS(O)(=O)=O.[O:6]=[C:7]1[N:13]([CH:14]2[CH2:19][CH2:18][N:17]([C:20]([O:22][C@@H:23](OC)[C:24](=C=O)[C:25]3[CH:30]=[C:29]([Br:31])[C:28]([O:32]COCC[Si](C)(C)C)=[C:27]([Br:41])[CH:26]=3)=[O:21])[CH2:16][CH2:15]2)[CH2:12][CH2:11][C:10]2[CH:46]=[CH:47][CH:48]=[CH:49][C:9]=2[NH:8]1. (4) Given the product [ClH:1].[NH2:2][CH2:3][CH2:4][N:5]1[CH:9]=[CH:8][N:7]=[C:6]1[CH2:10][CH2:11][C:12]([N:14]1[CH2:19][CH2:18][CH:17]([N:20]([CH3:22])[CH3:21])[CH2:16][CH2:15]1)=[O:13], predict the reactants needed to synthesize it. The reactants are: [ClH:1].[NH2:2][CH2:3][CH2:4][N:5]1[CH:9]=[CH:8][N:7]=[C:6]1[CH2:10][CH2:11][C:12]([N:14]1[CH2:19][CH2:18][CH:17]([N:20]([CH3:22])[CH3:21])[CH2:16][CH2:15]1)=[O:13].